Task: Regression. Given two drug SMILES strings and cell line genomic features, predict the synergy score measuring deviation from expected non-interaction effect.. Dataset: NCI-60 drug combinations with 297,098 pairs across 59 cell lines (1) Drug 1: CCC1=C2CN3C(=CC4=C(C3=O)COC(=O)C4(CC)O)C2=NC5=C1C=C(C=C5)O. Cell line: SF-268. Drug 2: C(CCl)NC(=O)N(CCCl)N=O. Synergy scores: CSS=31.4, Synergy_ZIP=0.0920, Synergy_Bliss=2.22, Synergy_Loewe=-17.1, Synergy_HSA=3.59. (2) Drug 1: CC(CN1CC(=O)NC(=O)C1)N2CC(=O)NC(=O)C2. Drug 2: C1C(C(OC1N2C=NC(=NC2=O)N)CO)O. Cell line: LOX IMVI. Synergy scores: CSS=28.0, Synergy_ZIP=-8.57, Synergy_Bliss=-4.81, Synergy_Loewe=-0.718, Synergy_HSA=-0.245.